From a dataset of Full USPTO retrosynthesis dataset with 1.9M reactions from patents (1976-2016). Predict the reactants needed to synthesize the given product. Given the product [I:21][C:16]1[C:17]([O:19][CH3:20])=[CH:18][C:4]([CH:1]([CH3:3])[CH3:2])=[C:5]([CH:15]=1)[O:6][C:7]1[C:8]([NH2:14])=[N:9][C:10]([NH2:13])=[N:11][CH:12]=1, predict the reactants needed to synthesize it. The reactants are: [CH:1]([C:4]1[CH:18]=[C:17]([O:19][CH3:20])[CH:16]=[CH:15][C:5]=1[O:6][C:7]1[C:8]([NH2:14])=[N:9][C:10]([NH2:13])=[N:11][CH:12]=1)([CH3:3])[CH3:2].[I:21]Cl.O.C([O-])(O)=O.[Na+].